From a dataset of Full USPTO retrosynthesis dataset with 1.9M reactions from patents (1976-2016). Predict the reactants needed to synthesize the given product. (1) Given the product [ClH:12].[OH:1][C@H:2]1[CH2:6][NH:5][C@H:4]([C:7]([O:9][CH3:14])=[O:8])[CH2:3]1, predict the reactants needed to synthesize it. The reactants are: [OH:1][C@H:2]1[CH2:6][NH:5][C@H:4]([C:7]([OH:9])=[O:8])[CH2:3]1.S(Cl)([Cl:12])=O.[CH3:14]O. (2) Given the product [C:21]1([P:9]([C:3]2[CH:4]=[CH:5][CH:6]=[CH:7][CH:8]=2)([C:11]2[CH:12]=[C:13]([S:17]([O-:20])(=[O:19])=[O:18])[CH:14]=[CH:15][CH:16]=2)=[O:10])[CH:22]=[CH:23][CH:24]=[CH:25][CH:26]=1.[Na+:27], predict the reactants needed to synthesize it. The reactants are: [H][H].[CH:3]1([P:9]([CH:21]2[CH2:26][CH2:25][CH2:24][CH2:23][CH2:22]2)([CH:11]2[CH2:16][CH2:15][CH2:14][CH:13]([S:17]([O-:20])(=[O:19])=[O:18])[CH2:12]2)=[O:10])[CH2:8][CH2:7][CH2:6][CH2:5][CH2:4]1.[Na+:27].C1(P(C2CCCCC2)(C2CCCC(S(OCC)(=O)=O)C2)=O)CCCCC1. (3) Given the product [Br:10][C:6]1[N:5]=[C:4](/[C:1](=[N:12]\[OH:13])/[CH3:2])[CH:9]=[CH:8][CH:7]=1, predict the reactants needed to synthesize it. The reactants are: [C:1]([C:4]1[CH:9]=[CH:8][CH:7]=[C:6]([Br:10])[N:5]=1)(=O)[CH3:2].Cl.[NH2:12][OH:13].C(O)(C(F)(F)F)=O.